Task: Predict which catalyst facilitates the given reaction.. Dataset: Catalyst prediction with 721,799 reactions and 888 catalyst types from USPTO (1) Reactant: CC1N=CC=CC=1C(N)=O.[C:11]([C:15]1[N:20]=[CH:19][C:18]([CH:21]([NH2:23])[CH3:22])=[CH:17][CH:16]=1)([CH3:14])([CH3:13])[CH3:12].[C:24]([C:26]1[C:31]2[N:32]([CH2:35][C:36](O)=[O:37])[CH:33]=[N:34][C:30]=2[CH:29]=[CH:28][CH:27]=1)#[N:25].CN(C(ON1N=NC2C=CC=NC1=2)=[N+](C)C)C.F[P-](F)(F)(F)(F)F.CCN(C(C)C)C(C)C. Product: [C:11]([C:15]1[N:20]=[CH:19][C:18]([CH:21]([NH:23][C:36](=[O:37])[CH2:35][N:32]2[C:31]3[C:26]([C:24]#[N:25])=[CH:27][CH:28]=[CH:29][C:30]=3[N:34]=[CH:33]2)[CH3:22])=[CH:17][CH:16]=1)([CH3:14])([CH3:12])[CH3:13]. The catalyst class is: 6. (2) Reactant: [OH-].[K+].[C:3]([O:7][C:8]([N:10]1[CH2:16][CH2:15][C:14]2[C:17]([S:22]C(=O)N(C)C)=[C:18]([Cl:21])[CH:19]=[CH:20][C:13]=2[CH2:12][CH2:11]1)=[O:9])([CH3:6])([CH3:5])[CH3:4].Br[CH2:29][CH2:30][CH2:31][N:32]1[C:36]2[CH:37]=[CH:38][CH:39]=[CH:40][C:35]=2[N:34](C(C)=C)[C:33]1=[O:44]. Product: [C:3]([O:7][C:8]([N:10]1[CH2:16][CH2:15][C:14]2[C:17]([S:22][CH2:29][CH2:30][CH2:31][N:32]3[C:36]4[CH:37]=[CH:38][CH:39]=[CH:40][C:35]=4[NH:34][C:33]3=[O:44])=[C:18]([Cl:21])[CH:19]=[CH:20][C:13]=2[CH2:12][CH2:11]1)=[O:9])([CH3:6])([CH3:5])[CH3:4]. The catalyst class is: 5.